The task is: Predict the product of the given reaction.. This data is from Forward reaction prediction with 1.9M reactions from USPTO patents (1976-2016). (1) Given the reactants [Si:1]([O:8][CH2:9][CH2:10][C:11]1[CH:17]=[CH:16][C:14]([NH2:15])=[CH:13][CH:12]=1)([C:4]([CH3:7])([CH3:6])[CH3:5])([CH3:3])[CH3:2].C(N(CC)CC)C.[F:25][C:26]([F:43])([F:42])[C:27]1[CH:32]=[CH:31][C:30]([C:33]2[C:34]([C:39](Cl)=[O:40])=[CH:35][CH:36]=[CH:37][CH:38]=2)=[CH:29][CH:28]=1.O, predict the reaction product. The product is: [Si:1]([O:8][CH2:9][CH2:10][C:11]1[CH:12]=[CH:13][C:14]([NH:15][C:39]([C:34]2[C:33]([C:30]3[CH:31]=[CH:32][C:27]([C:26]([F:25])([F:42])[F:43])=[CH:28][CH:29]=3)=[CH:38][CH:37]=[CH:36][CH:35]=2)=[O:40])=[CH:16][CH:17]=1)([C:4]([CH3:6])([CH3:7])[CH3:5])([CH3:3])[CH3:2]. (2) The product is: [CH2:1]([C:3]1[C:8]([C:9]#[C:10][C:11]2[CH:12]=[N:13][C:14]([NH:17][CH3:18])=[CH:15][CH:16]=2)=[C:7]([C:19]2[CH:27]=[CH:26][C:22]([C:23]([N:38]3[CH2:37][CH2:36][N:35]([CH:32]4[CH2:33][CH2:34][O:29][CH2:30][CH2:31]4)[CH2:40][CH2:39]3)=[O:24])=[C:21]([F:28])[CH:20]=2)[CH:6]=[CH:5][N:4]=1)[CH3:2]. Given the reactants [CH2:1]([C:3]1[C:8]([C:9]#[C:10][C:11]2[CH:12]=[N:13][C:14]([NH:17][CH3:18])=[CH:15][CH:16]=2)=[C:7]([C:19]2[CH:27]=[CH:26][C:22]([C:23](O)=[O:24])=[C:21]([F:28])[CH:20]=2)[CH:6]=[CH:5][N:4]=1)[CH3:2].[O:29]1[CH2:34][CH2:33][CH:32]([N:35]2[CH2:40][CH2:39][NH:38][CH2:37][CH2:36]2)[CH2:31][CH2:30]1.CN(C(ON1N=NC2C=CC=NC1=2)=[N+](C)C)C.F[P-](F)(F)(F)(F)F.CCN(C(C)C)C(C)C, predict the reaction product. (3) Given the reactants [Cl:1][C:2]1[CH:7]=[CH:6][CH:5]=[C:4]([Cl:8])[C:3]=1[CH:9]1O[N:12]=[C:11]([C:14]2[CH:19]=[CH:18][C:17]([N+:20]([O-:22])=[O:21])=[CH:16][CH:15]=2)[CH2:10]1.P12(SP3(SP(SP(S3)(S1)=S)(=S)S2)=S)=[S:24], predict the reaction product. The product is: [Cl:1][C:2]1[CH:7]=[CH:6][CH:5]=[C:4]([Cl:8])[C:3]=1[CH:9]1[S:24][N:12]=[C:11]([C:14]2[CH:19]=[CH:18][C:17]([N+:20]([O-:22])=[O:21])=[CH:16][CH:15]=2)[CH2:10]1. (4) Given the reactants [CH:1]1([C:4]2[CH:8]=[C:7]([CH2:9][NH:10][C:11]([C:13]3[C:14](=[O:34])[N:15]([C:24]4[CH:29]=[CH:28][CH:27]=[C:26]([C:30]([F:33])([F:32])[F:31])[CH:25]=4)[C:16]([CH3:23])=[C:17]([C:19]#[C:20][CH2:21][OH:22])[CH:18]=3)=[O:12])[O:6][N:5]=2)[CH2:3][CH2:2]1.CC[O:37]C(C)=O, predict the reaction product. The product is: [CH:1]1([C:4]2[CH:8]=[C:7]([CH2:9][NH:10][C:11]([C:13]3[C:14](=[O:34])[N:15]([C:24]4[CH:29]=[CH:28][CH:27]=[C:26]([C:30]([F:32])([F:33])[F:31])[CH:25]=4)[C:16]([CH3:23])=[C:17]([CH2:19][CH2:20][C:21]([OH:37])=[O:22])[CH:18]=3)=[O:12])[O:6][N:5]=2)[CH2:2][CH2:3]1. (5) Given the reactants [Cl:1][C:2]1[C:3]2[C:10]([CH3:11])=[CH:9][NH:8][C:4]=2[N:5]=[CH:6][N:7]=1.[Li]CCCC.CN(C)C=[O:20], predict the reaction product. The product is: [Cl:1][C:2]1[C:3]2[C:10]([CH:11]=[O:20])=[CH:9][NH:8][C:4]=2[N:5]=[CH:6][N:7]=1. (6) Given the reactants [CH3:1][N:2]1[CH2:7][C@@H:6]2[CH2:8][C@H:3]1[CH2:4][N:5]2[C:9]1[N:14]=[N:13][C:12]([NH2:15])=[CH:11][CH:10]=1.Br[C:17]1[C:22](=[O:23])[N:21]([CH3:24])[N:20]=[C:19]([C:25]2[CH:35]=[CH:34][CH:33]=[C:32]([N:36]3[N:45]=[CH:44][C:43]4[C:38](=[C:39]([F:50])[CH:40]=[C:41]([C:46]([CH3:49])([CH3:48])[CH3:47])[CH:42]=4)[C:37]3=[O:51])[C:26]=2[CH2:27][O:28][C:29](=[O:31])[CH3:30])[CH:18]=1.CC1(C)C2C(=C(P(C3C=CC=CC=3)C3C=CC=CC=3)C=CC=2)OC2C(P(C3C=CC=CC=3)C3C=CC=CC=3)=CC=CC1=2.C(=O)([O-])[O-].[Cs+].[Cs+], predict the reaction product. The product is: [C:46]([C:41]1[CH:42]=[C:43]2[C:38](=[C:39]([F:50])[CH:40]=1)[C:37](=[O:51])[N:36]([C:32]1[CH:33]=[CH:34][CH:35]=[C:25]([C:19]3[CH:18]=[C:17]([NH:15][C:12]4[N:13]=[N:14][C:9]([N:5]5[CH2:4][C@@H:3]6[CH2:8][C@H:6]5[CH2:7][N:2]6[CH3:1])=[CH:10][CH:11]=4)[C:22](=[O:23])[N:21]([CH3:24])[N:20]=3)[C:26]=1[CH2:27][O:28][C:29](=[O:31])[CH3:30])[N:45]=[CH:44]2)([CH3:47])([CH3:48])[CH3:49]. (7) Given the reactants [C:1]([CH:3]([C:18]1[CH:23]=[CH:22][CH:21]=[CH:20][CH:19]=1)[C:4]1(O)[CH2:9][CH2:8][N:7]([C:10]([O:12][C:13]([CH3:16])([CH3:15])[CH3:14])=[O:11])[CH2:6][CH2:5]1)#[N:2].O=S(Cl)Cl, predict the reaction product. The product is: [C:1]([C:3]([C:18]1[CH:19]=[CH:20][CH:21]=[CH:22][CH:23]=1)=[C:4]1[CH2:5][CH2:6][N:7]([C:10]([O:12][C:13]([CH3:16])([CH3:15])[CH3:14])=[O:11])[CH2:8][CH2:9]1)#[N:2].